Dataset: CYP2D6 inhibition data for predicting drug metabolism from PubChem BioAssay. Task: Regression/Classification. Given a drug SMILES string, predict its absorption, distribution, metabolism, or excretion properties. Task type varies by dataset: regression for continuous measurements (e.g., permeability, clearance, half-life) or binary classification for categorical outcomes (e.g., BBB penetration, CYP inhibition). Dataset: cyp2d6_veith. (1) The result is 1 (inhibitor). The molecule is CCN1CCN(C(c2ccccn2)c2c(NC(=O)c3ccccc3)sc(C)c2C)CC1. (2) The drug is c1ccc(CO[C@H]2NCCN2Cc2ccccc2)cc1. The result is 0 (non-inhibitor). (3) The drug is Cn1c(=O)c2[nH]cnc2n(C)c1=O.O. The result is 0 (non-inhibitor). (4) The molecule is O=C(/C=C\c1ccccc1)c1ccccc1O. The result is 0 (non-inhibitor). (5) The molecule is CC(C)(C[C@@]1(C)NC(=O)NC1=O)OCc1ccccc1. The result is 0 (non-inhibitor). (6) The drug is COCC(=O)N1CCC[C@@]2(CCN(Cc3nccs3)C2)C1. The result is 0 (non-inhibitor). (7) The drug is N#CCSc1ncnc2c1cnn2CCO. The result is 0 (non-inhibitor). (8) The molecule is COc1ccc(CCNC(=O)C2CCN(S(=O)(=O)N3CC(C)CC(C)C3)CC2)cc1OC. The result is 0 (non-inhibitor). (9) The drug is O=c1c(-c2cccc(F)c2)nc2cncnc2n1Cc1ccc(F)cc1. The result is 0 (non-inhibitor). (10) The compound is Cc1ccc(CCN2CC(C(=O)NC3CCCC3)CC2=O)cc1. The result is 0 (non-inhibitor).